This data is from Catalyst prediction with 721,799 reactions and 888 catalyst types from USPTO. The task is: Predict which catalyst facilitates the given reaction. (1) Reactant: CCN(C(C)C)C(C)C.C1C=CC2N(O)N=NC=2C=1.CCN=C=NCCCN(C)C.[C:31]1([C:37]2[NH:41][N:40]=[C:39]([C:42]([NH:44][CH2:45][C:46]([OH:48])=O)=[O:43])[CH:38]=2)[CH:36]=[CH:35][CH:34]=[CH:33][CH:32]=1.Cl.[F:50][C:51]1[CH:52]=[C:53]([CH:59]=[C:60]([C:62]([F:65])([F:64])[F:63])[CH:61]=1)[O:54][CH:55]1[CH2:58][NH:57][CH2:56]1.Cl.FC(F)(F)C1C=C(C=CC=1)OC1CNC1. Product: [F:50][C:51]1[CH:52]=[C:53]([CH:59]=[C:60]([C:62]([F:64])([F:63])[F:65])[CH:61]=1)[O:54][CH:55]1[CH2:58][N:57]([C:46](=[O:48])[CH2:45][NH:44][C:42]([C:39]2[CH:38]=[C:37]([C:31]3[CH:32]=[CH:33][CH:34]=[CH:35][CH:36]=3)[NH:41][N:40]=2)=[O:43])[CH2:56]1. The catalyst class is: 3. (2) Reactant: Br[C:2]1[CH:3]=[C:4]2[C:28](=[CH:29][CH:30]=1)[C:8]1[NH:9][C:10]([C@@H:12]3[CH2:16][CH2:15][CH2:14][N:13]3[C:17](=[O:27])[C@@H:18]([NH:22][C:23](=[O:26])[O:24][CH3:25])[CH:19]([CH3:21])[CH3:20])=[N:11][C:7]=1[CH:6]=[CH:5]2.[B:31]1([B:31]2[O:35][C:34]([CH3:37])([CH3:36])[C:33]([CH3:39])([CH3:38])[O:32]2)[O:35][C:34]([CH3:37])([CH3:36])[C:33]([CH3:39])([CH3:38])[O:32]1.CC([O-])=O.[K+]. Product: [CH3:21][CH:19]([CH3:20])[C@H:18]([NH:22][C:23](=[O:26])[O:24][CH3:25])[C:17](=[O:27])[N:13]1[CH2:14][CH2:15][CH2:16][C@H:12]1[C:10]1[NH:9][C:8]2[C:28]3[C:4]([CH:5]=[CH:6][C:7]=2[N:11]=1)=[CH:3][C:2]([B:31]1[O:35][C:34]([CH3:37])([CH3:36])[C:33]([CH3:39])([CH3:38])[O:32]1)=[CH:30][CH:29]=3. The catalyst class is: 75.